Task: Predict the reactants needed to synthesize the given product.. Dataset: Full USPTO retrosynthesis dataset with 1.9M reactions from patents (1976-2016) (1) Given the product [Cl:1][C:20]1[CH:25]=[CH:24][C:23]([O:26][C:11]2[CH:16]=[CH:15][C:14]([F:17])=[CH:13][C:12]=2[CH3:18])=[C:22]([CH3:27])[CH:21]=1, predict the reactants needed to synthesize it. The reactants are: [Cl:1]C1C=CC(I)=CC=1C.Br[C:11]1[CH:16]=[CH:15][C:14]([F:17])=[CH:13][C:12]=1[CH3:18].F[C:20]1[CH:25]=[CH:24][C:23]([OH:26])=[C:22]([CH3:27])[CH:21]=1. (2) Given the product [Br:1][C:2]1[CH:3]=[C:4]2[C:8](=[CH:9][CH:10]=1)[N:7]([Si:14]([CH:18]([CH3:20])[CH3:19])([CH:15]([CH3:17])[CH3:16])[CH:11]([CH3:13])[CH3:12])[CH:6]=[CH:5]2, predict the reactants needed to synthesize it. The reactants are: [Br:1][C:2]1[CH:3]=[C:4]2[C:8](=[CH:9][CH:10]=1)[NH:7][CH:6]=[CH:5]2.[CH:11]([Si:14](OS(C(F)(F)F)(=O)=O)([CH:18]([CH3:20])[CH3:19])[CH:15]([CH3:17])[CH3:16])([CH3:13])[CH3:12].O. (3) Given the product [CH3:38][N:10]1[C:11]2[N:12]=[C:13]([CH2:26][C:27]3[CH:32]=[CH:31][CH:30]=[C:29]([O:33][C:34]([F:37])([F:36])[F:35])[CH:28]=3)[N:14]([CH2:18][C:19]3[CH:24]=[CH:23][C:22]([CH3:25])=[CH:21][N:20]=3)[C:15]=2[C:16](=[O:17])[NH:8][C:9]1=[O:39], predict the reactants needed to synthesize it. The reactants are: COC1C=CC(C[N:8]2[C:16](=[O:17])[C:15]3[N:14]([CH2:18][C:19]4[CH:24]=[CH:23][C:22]([CH3:25])=[CH:21][N:20]=4)[C:13]([CH2:26][C:27]4[CH:32]=[CH:31][CH:30]=[C:29]([O:33][C:34]([F:37])([F:36])[F:35])[CH:28]=4)=[N:12][C:11]=3[N:10]([CH3:38])[C:9]2=[O:39])=CC=1.OS(C(F)(F)F)(=O)=O.C(O)(C(F)(F)F)=O. (4) Given the product [CH3:20][O:19][C:16]1[CH:17]=[CH:18][C:13]([C:8]2[CH:7]=[CH:6][N:11]=[N:10][C:9]=2[NH2:12])=[C:14]([CH3:21])[CH:15]=1, predict the reactants needed to synthesize it. The reactants are: C([O-])=O.[NH4+].Cl[C:6]1[N:11]=[N:10][C:9]([NH2:12])=[C:8]([C:13]2[CH:18]=[CH:17][C:16]([O:19][CH3:20])=[CH:15][C:14]=2[CH3:21])[CH:7]=1. (5) Given the product [C:1]([O:5][C:6]([N:8]1[CH2:13][CH2:12][CH:11]([NH:14][CH2:15][C:16]2[CH:21]=[CH:20][CH:19]=[CH:18][CH:17]=2)[CH2:10][CH2:9]1)=[O:7])([CH3:4])([CH3:2])[CH3:3], predict the reactants needed to synthesize it. The reactants are: [C:1]([O:5][C:6]([N:8]1[CH2:13][CH2:12][CH:11]([NH2:14])[CH2:10][CH2:9]1)=[O:7])([CH3:4])([CH3:3])[CH3:2].[CH:15](=O)[C:16]1[CH:21]=[CH:20][CH:19]=[CH:18][CH:17]=1.[BH3-]C#N.[Na+].